This data is from HIV replication inhibition screening data with 41,000+ compounds from the AIDS Antiviral Screen. The task is: Binary Classification. Given a drug SMILES string, predict its activity (active/inactive) in a high-throughput screening assay against a specified biological target. (1) The compound is COc1cc(OC)c2c(c1)C(=O)c1ccccc1C2=O. The result is 0 (inactive). (2) The compound is COc1ccc(NC(=O)C(C)Oc2ccc(OCC3CCCCC3)cc2)cc1. The result is 0 (inactive). (3) The drug is CCC1CCc2c(c(=O)oc3c2cc(OC)c2cccc(OC)c23)C1. The result is 1 (active). (4) The molecule is CN1C(=O)C(=NNC(N)=S)c2ccccc21. The result is 0 (inactive).